This data is from Reaction yield outcomes from USPTO patents with 853,638 reactions. The task is: Predict the reaction yield, written as a fraction of the theoretical maximum amount of product (1.0 means a 100% yield; for example, 0.34 means a 34% yield). (1) The reactants are B1(B2[CH:6]3[CH2:7][CH2:8][CH2:9][CH:2]2[CH2:3][CH2:4][CH2:5]3)[CH:6]2[CH2:7][CH2:8][CH2:9][CH:2]1[CH2:3][CH2:4][CH2:5]2.C=CCCCCCC.P([O-])([O-])([O-])=O.[K+].[K+].[K+].[CH2:35]([NH:39][C:40]1[N:45]=[C:44]([C:46]2[C:47]([C:56]3[CH:61]=[CH:60][C:59]([F:62])=[CH:58][CH:57]=3)=[N:48][N:49]3[C:54](Cl)=[CH:53][CH:52]=[CH:51][C:50]=23)[CH:43]=[CH:42][N:41]=1)[CH2:36][CH2:37][CH3:38].B. The catalyst is CN(C)C=O.C(OCC)(=O)C.C1C=CC(P(C2C=CC=CC=2)[C-]2C=CC=C2)=CC=1.C1C=CC(P(C2C=CC=CC=2)[C-]2C=CC=C2)=CC=1.Cl[Pd]Cl.[Fe+2].O1CCCC1. The product is [CH2:35]([NH:39][C:40]1[N:45]=[C:44]([C:46]2[C:47]([C:56]3[CH:61]=[CH:60][C:59]([F:62])=[CH:58][CH:57]=3)=[N:48][N:49]3[C:54]([CH2:8][CH2:9][CH2:2][CH2:3][CH2:4][CH2:5][CH2:6][CH3:7])=[CH:53][CH:52]=[CH:51][C:50]=23)[CH:43]=[CH:42][N:41]=1)[CH2:36][CH2:37][CH3:38]. The yield is 0.0800. (2) The reactants are [CH3:1][C:2]([CH3:32])([CH3:31])[CH2:3][N:4]1[C:8]2[N:9]=[C:10]([C:13]#[N:14])[N:11]=[CH:12][C:7]=2[CH:6]=[C:5]1[CH2:15][N:16]1[CH2:21][CH2:20][N:19]([C:22]2N=CC([N+]([O-])=O)=CN=2)[CH2:18][CH2:17]1.[CH3:33][S:34](Cl)(=[O:36])=[O:35].CCO[C:41]([CH3:43])=O. The catalyst is CO.N1C=CC=CC=1.O=[Pt]=O. The product is [C:13]([C:10]1[N:11]=[CH:12][C:7]2[CH:6]=[C:5]([CH2:15][N:16]3[CH2:21][CH2:20][N:19]([C:22]4[CH:43]=[CH:41][C:3]([NH:4][S:34]([CH3:33])(=[O:36])=[O:35])=[CH:2][CH:1]=4)[CH2:18][CH2:17]3)[N:4]([CH2:3][C:2]([CH3:31])([CH3:32])[CH3:1])[C:8]=2[N:9]=1)#[N:14]. The yield is 0.490. (3) The reactants are [CH3:1][O:2][C:3]1[CH:4]=[C:5]2[O:9][C:8]([C:10]3[N:11]=[C:12]4[CH:17]=[CH:16][C:15]([CH3:18])=[N:14][N:13]4[CH:19]=3)=[CH:7][C:6]2=[C:20]([OH:22])[CH:21]=1.[Br:23][C:24]1[S:25][CH:26]=[C:27]([CH2:29]Br)[N:28]=1.C(=O)([O-])[O-].[K+].[K+]. The catalyst is CN(C=O)C. The yield is 0.660. The product is [Br:23][C:24]1[S:25][CH:26]=[C:27]([CH2:29][O:22][C:20]2[C:6]3[CH:7]=[C:8]([C:10]4[N:11]=[C:12]5[CH:17]=[CH:16][C:15]([CH3:18])=[N:14][N:13]5[CH:19]=4)[O:9][C:5]=3[CH:4]=[C:3]([O:2][CH3:1])[CH:21]=2)[N:28]=1.